Dataset: Full USPTO retrosynthesis dataset with 1.9M reactions from patents (1976-2016). Task: Predict the reactants needed to synthesize the given product. (1) The reactants are: [F:1][C:2]1[CH:7]=[CH:6][C:5]([CH:8]=[CH:9][C:10]([NH:12][C@H:13]([C:25]([O:27]C)=[O:26])[CH2:14][C:15]2[C:23]3[C:18](=[CH:19][CH:20]=[CH:21][CH:22]=3)[N:17]([CH3:24])[CH:16]=2)=[O:11])=[CH:4][CH:3]=1.[OH-].[Na+]. Given the product [F:1][C:2]1[CH:3]=[CH:4][C:5]([CH:8]=[CH:9][C:10]([NH:12][C@H:13]([C:25]([OH:27])=[O:26])[CH2:14][C:15]2[C:23]3[C:18](=[CH:19][CH:20]=[CH:21][CH:22]=3)[N:17]([CH3:24])[CH:16]=2)=[O:11])=[CH:6][CH:7]=1, predict the reactants needed to synthesize it. (2) Given the product [CH2:2]([O:4][C:5](=[O:8])[CH:6]([N:25]=[CH:15][C:16]1[CH:21]=[CH:20][CH:19]=[CH:18][CH:17]=1)[NH2:7])[CH3:3], predict the reactants needed to synthesize it. The reactants are: Cl.[CH2:2]([O:4][C:5](=[O:8])[CH2:6][NH2:7])[CH3:3].S([O-])([O-])(=O)=O.[Mg+2].[CH:15](=O)[C:16]1[CH:21]=[CH:20][CH:19]=[CH:18][CH:17]=1.C([N:25](CC)CC)C. (3) Given the product [CH2:1]([O:8][C:9]1[CH:10]=[C:11]2[C:15](=[CH:16][C:17]=1[Br:18])[N:14]([CH:20]1[CH2:21][CH2:22][CH2:23][CH2:24][O:19]1)[N:13]=[CH:12]2)[C:2]1[CH:3]=[CH:4][CH:5]=[CH:6][CH:7]=1, predict the reactants needed to synthesize it. The reactants are: [CH2:1]([O:8][C:9]1[CH:10]=[C:11]2[C:15](=[CH:16][C:17]=1[Br:18])[NH:14][N:13]=[CH:12]2)[C:2]1[CH:7]=[CH:6][CH:5]=[CH:4][CH:3]=1.[O:19]1[CH:24]=[CH:23][CH2:22][CH2:21][CH2:20]1.CS(O)(=O)=O.C([O-])(O)=O.[Na+]. (4) The reactants are: [NH:1]1[C:5]2[CH:6]=[CH:7][CH:8]=[CH:9][C:4]=2[N:3]=[C:2]1[CH:10]([NH2:20])[CH2:11][C:12]1[CH:17]=[CH:16][C:15]([O:18][CH3:19])=[CH:14][CH:13]=1.[CH:21]([C:24]1[O:28][N:27]=[C:26]([CH2:29][NH2:30])[CH:25]=1)([CH3:23])[CH3:22].[C:31](O)(C(F)(F)F)=[O:32]. Given the product [NH:1]1[C:5]2[CH:6]=[CH:7][CH:8]=[CH:9][C:4]=2[N:3]=[C:2]1[CH:10]([NH:20][C:31]([NH:30][CH2:29][C:26]1[CH:25]=[C:24]([CH:21]([CH3:23])[CH3:22])[O:28][N:27]=1)=[O:32])[CH2:11][C:12]1[CH:17]=[CH:16][C:15]([O:18][CH3:19])=[CH:14][CH:13]=1, predict the reactants needed to synthesize it. (5) Given the product [CH2:30]([O:37][C:38]1[C:39]([Cl:48])=[CH:40][C:41]([C:42]([NH:23][C:10]2[CH:11]=[C:12]([S:15]([N:18]3[CH2:19][CH2:20][CH2:21][CH2:22]3)(=[O:16])=[O:17])[CH:13]=[CH:14][C:9]=2[OH:8])=[O:43])=[CH:45][C:46]=1[Cl:47])[C:31]1[CH:32]=[CH:33][CH:34]=[CH:35][CH:36]=1, predict the reactants needed to synthesize it. The reactants are: [Si]([O:8][C:9]1[CH:14]=[CH:13][C:12]([S:15]([N:18]2[CH2:22][CH2:21][CH2:20][CH2:19]2)(=[O:17])=[O:16])=[CH:11][C:10]=1[NH2:23])(C(C)(C)C)(C)C.N1C=CC=CC=1.[CH2:30]([O:37][C:38]1[C:46]([Cl:47])=[CH:45][C:41]([C:42](Cl)=[O:43])=[CH:40][C:39]=1[Cl:48])[C:31]1[CH:36]=[CH:35][CH:34]=[CH:33][CH:32]=1.